Dataset: Drug-target binding data from BindingDB using IC50 measurements. Task: Regression. Given a target protein amino acid sequence and a drug SMILES string, predict the binding affinity score between them. We predict pIC50 (pIC50 = -log10(IC50 in M); higher means more potent). Dataset: bindingdb_ic50. The compound is COc1ccc(CC[C@@H](OC(=O)[C@@H]2CCCCN2C(=O)C(=O)[C@]2(O)CCCC[C@H]2CO)c2cccc(OCC(=O)O)c2)cc1OC. The target protein (Q13451) has sequence MTTDEGAKNNEESPTATVAEQGEDITSKKDRGVLKIVKRVGNGEETPMIGDKVYVHYKGKLSNGKKFDSSHDRNEPFVFSLGKGQVIKAWDIGVATMKKGEICHLLCKPEYAYGSAGSLPKIPSNATLFFEIELLDFKGEDLFEDGGIIRRTKRKGEGYSNPNEGATVEIHLEGRCGGRMFDCRDVAFTVGEGEDHDIPIGIDKALEKMQREEQCILYLGPRYGFGEAGKPKFGIEPNAELIYEVTLKSFEKAKESWEMDTKEKLEQAAIVKEKGTVYFKGGKYMQAVIQYGKIVSWLEMEYGLSEKESKASESFLLAAFLNLAMCYLKLREYTKAVECCDKALGLDSANEKGLYRRGEAQLLMNEFESAKGDFEKVLEVNPQNKAARLQISMCQKKAKEHNERDRRIYANMFKKFAEQDAKEEANKAMGKKTSEGVTNEKGTDSQAMEEEKPEGHV. The pIC50 is 5.1.